Dataset: Full USPTO retrosynthesis dataset with 1.9M reactions from patents (1976-2016). Task: Predict the reactants needed to synthesize the given product. (1) Given the product [N:23]1[C:24]2[C:19](=[CH:18][CH:17]=[C:16]([O:15][C:11]3[N:12]=[CH:13][N:14]=[C:9]([C:4]4[CH:5]=[CH:6][CH:7]=[CH:8][C:3]=4[OH:2])[CH:10]=3)[CH:25]=2)[CH:20]=[CH:21][CH:22]=1, predict the reactants needed to synthesize it. The reactants are: C[O:2][C:3]1[CH:8]=[CH:7][CH:6]=[CH:5][C:4]=1[C:9]1[N:14]=[CH:13][N:12]=[C:11]([O:15][C:16]2[CH:25]=[C:24]3[C:19]([CH:20]=[CH:21][CH:22]=[N:23]3)=[CH:18][CH:17]=2)[CH:10]=1.B(Br)(Br)Br. (2) Given the product [CH3:53][O:54][C:9]1[CH:34]=[N:33][C:12]2[O:13][C:14]([CH3:32])([CH3:31])[C:15](=[O:30])[N:16]([CH:17]3[CH2:22][CH2:21][N:20]([C:23]([O:25][C:26]([CH3:29])([CH3:28])[CH3:27])=[O:24])[CH2:19][CH2:18]3)[C:11]=2[CH:10]=1, predict the reactants needed to synthesize it. The reactants are: C1(C)C=CC=CC=1.Br[C:9]1[CH:34]=[N:33][C:12]2[O:13][C:14]([CH3:32])([CH3:31])[C:15](=[O:30])[N:16]([CH:17]3[CH2:22][CH2:21][N:20]([C:23]([O:25][C:26]([CH3:29])([CH3:28])[CH3:27])=[O:24])[CH2:19][CH2:18]3)[C:11]=2[CH:10]=1.CC1C=NC2C(C=1C)=CC=C1C=2N=CC(C)=C1C.[C:53](=O)([O-])[O-:54].[Cs+].[Cs+]. (3) Given the product [CH2:1]([O:3][C:4]([C:6]1[N:7]([CH2:23][C:24]([N:26]2[CH2:27][CH2:28][N:29]([C:32]3[CH:37]=[CH:36][C:35]([Cl:38])=[CH:34][CH:33]=3)[CH2:30][CH2:31]2)=[O:25])[N:8]=[C:9]([C:11]2[S:12][CH:13]=[CH:14][CH:15]=2)[CH:10]=1)=[O:5])[CH3:2], predict the reactants needed to synthesize it. The reactants are: [CH2:1]([O:3][C:4]([C:6]1[NH:7][N:8]=[C:9]([C:11]2[S:12][CH:13]=[CH:14][CH:15]=2)[CH:10]=1)=[O:5])[CH3:2].C([O-])([O-])=O.[K+].[K+].Cl[CH2:23][C:24]([N:26]1[CH2:31][CH2:30][N:29]([C:32]2[CH:37]=[CH:36][C:35]([Cl:38])=[CH:34][CH:33]=2)[CH2:28][CH2:27]1)=[O:25].CN(C=O)C. (4) The reactants are: C([N:8]1[CH2:13][CH2:12][C:11]([C:15]2[CH:16]=[N:17][CH:18]=[CH:19][CH:20]=2)([OH:14])[CH2:10][CH2:9]1)C1C=CC=CC=1.C([O-])=O.[NH4+]. Given the product [N:17]1[CH:18]=[CH:19][CH:20]=[C:15]([C:11]2([OH:14])[CH2:10][CH2:9][NH:8][CH2:13][CH2:12]2)[CH:16]=1, predict the reactants needed to synthesize it. (5) The reactants are: Br[C:2]1[CH:11]=[CH:10][C:5]([C:6]([O:8][CH3:9])=[O:7])=[C:4]([OH:12])[CH:3]=1.[CH2:13](C([Sn])=C(CCCC)CCCC)[CH2:14]CC.[Cl-].[Li+].[F-].[K+]. Given the product [OH:12][C:4]1[CH:3]=[C:2]([CH:13]=[CH2:14])[CH:11]=[CH:10][C:5]=1[C:6]([O:8][CH3:9])=[O:7], predict the reactants needed to synthesize it.